Dataset: Experimentally validated miRNA-target interactions with 360,000+ pairs, plus equal number of negative samples. Task: Binary Classification. Given a miRNA mature sequence and a target amino acid sequence, predict their likelihood of interaction. The miRNA is gga-miR-15b-5p with sequence UAGCAGCACAUCAUGGUUUGCA. The protein sequence of the target gene is MLQMAGQCSQNEYFDSLLHACIPCQLRCSSNTPPLTCQRYCNASVTNSVKGTNAILWTCLGLSLIISLAVFVLMFLLRKINSEPLKDEFKNTGSGLLGMANIDLEKSRTGDEIILPRGLEYTVEECTCEDCIKSKPKVDSDHCFPLPAMEEGATILVTTKTNDYCKSLPAALSATEIEKSISAR. Result: 0 (no interaction).